From a dataset of Reaction yield outcomes from USPTO patents with 853,638 reactions. Predict the reaction yield, written as a fraction of the theoretical maximum amount of product (1.0 means a 100% yield; for example, 0.34 means a 34% yield). The reactants are [F:1][C:2]1[CH:7]=[C:6]([F:8])[C:5]([F:9])=[CH:4][C:3]=1[N:10]=[C:11]=S.[NH:13]([C:15](=[O:38])[C:16]([NH:18][C:19]1[CH:24]=[CH:23][C:22]([C@H:25]2[CH2:30][CH2:29][C@H:28]([C:31]([CH3:37])([CH3:36])[C:32]([O:34][CH3:35])=[O:33])[CH2:27][CH2:26]2)=[CH:21][CH:20]=1)=[O:17])[NH2:14].CCN=C=NCCCN(C)C. The catalyst is CC(N(C)C)=O.O. The product is [CH3:37][C:31]([C@H:28]1[CH2:27][CH2:26][C@H:25]([C:22]2[CH:21]=[CH:20][C:19]([NH:18][C:16]([C:15]3[O:38][C:11]([NH:10][C:3]4[CH:4]=[C:5]([F:9])[C:6]([F:8])=[CH:7][C:2]=4[F:1])=[N:14][N:13]=3)=[O:17])=[CH:24][CH:23]=2)[CH2:30][CH2:29]1)([CH3:36])[C:32]([O:34][CH3:35])=[O:33]. The yield is 0.960.